The task is: Regression. Given a peptide amino acid sequence and an MHC pseudo amino acid sequence, predict their binding affinity value. This is MHC class I binding data.. This data is from Peptide-MHC class I binding affinity with 185,985 pairs from IEDB/IMGT. (1) The peptide sequence is MMHASTSPF. The MHC is HLA-B27:20 with pseudo-sequence HLA-B27:20. The binding affinity (normalized) is 0.561. (2) The peptide sequence is IYTIIQDQL. The MHC is HLA-A29:02 with pseudo-sequence HLA-A29:02. The binding affinity (normalized) is 0.149. (3) The peptide sequence is DEWECTRDD. The MHC is HLA-A25:01 with pseudo-sequence HLA-A25:01. The binding affinity (normalized) is 0.0847. (4) The peptide sequence is FIVPEFAKQY. The MHC is HLA-A11:01 with pseudo-sequence HLA-A11:01. The binding affinity (normalized) is 0. (5) The peptide sequence is KQIAEHATI. The MHC is HLA-B48:01 with pseudo-sequence HLA-B48:01. The binding affinity (normalized) is 0.458.